Dataset: Full USPTO retrosynthesis dataset with 1.9M reactions from patents (1976-2016). Task: Predict the reactants needed to synthesize the given product. (1) Given the product [CH:2]([C@H:3]1[CH2:4][CH2:5][C@H:6]([C:9]([O:11][CH3:12])=[O:10])[CH2:7][CH2:8]1)=[O:1], predict the reactants needed to synthesize it. The reactants are: [OH:1][CH2:2][C@H:3]1[CH2:8][CH2:7][C@H:6]([C:9]([O:11][CH3:12])=[O:10])[CH2:5][CH2:4]1.CC(OI1(OC(C)=O)(OC(C)=O)OC(=O)C2C=CC=CC1=2)=O. (2) Given the product [CH2:30]([O:29][C:27]([NH:26][C:23](=[N:22][C:20]([O:19][CH2:12][C:13]1[CH:18]=[CH:17][CH:16]=[CH:15][CH:14]=1)=[O:21])[N:1]1[CH2:9][CH2:8][CH2:7][CH:3]([C:4]([OH:6])=[O:5])[CH2:2]1)=[O:28])[C:31]1[CH:32]=[CH:33][CH:34]=[CH:35][CH:36]=1, predict the reactants needed to synthesize it. The reactants are: [NH:1]1[CH2:9][CH2:8][CH2:7][CH:3]([C:4]([OH:6])=[O:5])[CH2:2]1.[OH-].[Na+].[CH2:12]([O:19][C:20]([NH:22][C:23](=[N:26][C:27]([O:29][CH2:30][C:31]1[CH:36]=[CH:35][CH:34]=[CH:33][CH:32]=1)=[O:28])SC)=[O:21])[C:13]1[CH:18]=[CH:17][CH:16]=[CH:15][CH:14]=1.O.